This data is from Full USPTO retrosynthesis dataset with 1.9M reactions from patents (1976-2016). The task is: Predict the reactants needed to synthesize the given product. (1) Given the product [NH2:12][C:10]([C:13]1[CH:14]=[CH:15][C:16]([Cl:19])=[CH:17][CH:18]=1)([CH3:11])[C:8]([NH:20][C:36](=[O:37])[C:35]1[CH:39]=[CH:40][C:32]([C:28]([CH3:29])([CH3:30])[CH3:31])=[CH:33][C:34]=1[O:41][CH2:42][CH3:43])([C:5]1[CH:4]=[CH:3][C:2]([Cl:1])=[CH:7][CH:6]=1)[CH3:9], predict the reactants needed to synthesize it. The reactants are: [Cl:1][C:2]1[CH:7]=[CH:6][C:5]([C:8]([NH2:20])([C:10]([C:13]2[CH:18]=[CH:17][C:16]([Cl:19])=[CH:15][CH:14]=2)([NH2:12])[CH3:11])[CH3:9])=[CH:4][CH:3]=1.C(N(CC)CC)C.[C:28]([C:32]1[CH:40]=[CH:39][C:35]([C:36](Cl)=[O:37])=[C:34]([O:41][CH2:42][CH3:43])[CH:33]=1)([CH3:31])([CH3:30])[CH3:29].C(C1C=CC(C(O)=O)=C(OCC)C=1)(C)(C)C.C(Cl)(=O)C(Cl)=O. (2) Given the product [Cl:22][C:23]1[CH:30]=[CH:29][CH:28]=[CH:27][C:24]=1[CH2:25][S:20][C:17]1[N:16]([CH3:21])[C:15]([C:10]2([C:5]3[S:6][CH:7]=[C:8]([CH3:9])[C:4]=3[Cl:3])[CH2:14][CH2:13][CH2:12][CH2:11]2)=[N:19][N:18]=1, predict the reactants needed to synthesize it. The reactants are: [H-].[Na+].[Cl:3][C:4]1[C:8]([CH3:9])=[CH:7][S:6][C:5]=1[C:10]1([C:15]2[N:16]([CH3:21])[C:17](=[S:20])[NH:18][N:19]=2)[CH2:14][CH2:13][CH2:12][CH2:11]1.[Cl:22][C:23]1[CH:30]=[CH:29][CH:28]=[CH:27][C:24]=1[CH2:25]Br.C(=O)([O-])O.[Na+]. (3) The reactants are: [Cl:1][C:2]1[N:7]=[C:6]([C:8](O)=[O:9])[CH:5]=[CH:4][C:3]=1[CH3:11].[Cl-].[NH4+:13]. Given the product [Cl:1][C:2]1[N:7]=[C:6]([C:8]([NH2:13])=[O:9])[CH:5]=[CH:4][C:3]=1[CH3:11], predict the reactants needed to synthesize it. (4) Given the product [Cl:1][C:2]1[CH:3]=[C:4]([CH:5]=[CH:6][C:7]=1[F:8])[C:9]([C:11]1[CH:16]=[N:15][C:14]([CH:17]=[O:18])=[C:13]2[O:19][C:20]([CH3:24])([CH3:23])[O:21][CH2:22][C:12]=12)=[O:10], predict the reactants needed to synthesize it. The reactants are: [Cl:1][C:2]1[CH:3]=[C:4]([C:9]([C:11]2[CH:16]=[N:15][C:14]([CH2:17][OH:18])=[C:13]3[O:19][C:20]([CH3:24])([CH3:23])[O:21][CH2:22][C:12]=23)=[O:10])[CH:5]=[CH:6][C:7]=1[F:8]. (5) The reactants are: CNC(C1C2C=C(C3C(Cl)=CN=C(NCCCN4CCNC[C@H]4C)N=3)SC=2C=CC=1)=O.[CH:32]1([NH:35][C:36]([C:38]2[C:46]3[CH:45]=[C:44]([C:47]4[C:52]([Cl:53])=[CH:51][N:50]=[C:49](Cl)[N:48]=4)[S:43][C:42]=3[CH:41]=[CH:40][CH:39]=2)=[O:37])[CH2:34][CH2:33]1.C(OC([N:62]1[CH2:67][CH2:66][N:65]([CH2:68][CH2:69][NH2:70])[C@H:64]([CH3:71])[CH2:63]1)=O)(C)(C)C. Given the product [CH:32]1([NH:35][C:36]([C:38]2[C:46]3[CH:45]=[C:44]([C:47]4[C:52]([Cl:53])=[CH:51][N:50]=[C:49]([NH:70][CH2:69][CH2:68][N:65]5[CH2:66][CH2:67][NH:62][CH2:63][C@H:64]5[CH3:71])[N:48]=4)[S:43][C:42]=3[CH:41]=[CH:40][CH:39]=2)=[O:37])[CH2:34][CH2:33]1, predict the reactants needed to synthesize it. (6) Given the product [Cl:13][C:7]1[C:6]([C:14]2[CH:19]=[CH:18][CH:17]=[C:16]([F:20])[CH:15]=2)=[C:5]([Cl:21])[C:4]2[C:9](=[C:10]([CH3:12])[CH:11]=[C:2]([C:29]([C:26]3[CH:27]=[CH:28][C:23]([F:22])=[CH:24][CH:25]=3)([C:31]3[N:35]([CH3:36])[CH:34]=[N:33][CH:32]=3)[OH:30])[CH:3]=2)[N:8]=1, predict the reactants needed to synthesize it. The reactants are: Br[C:2]1[CH:3]=[C:4]2[C:9](=[C:10]([CH3:12])[CH:11]=1)[N:8]=[C:7]([Cl:13])[C:6]([C:14]1[CH:19]=[CH:18][CH:17]=[C:16]([F:20])[CH:15]=1)=[C:5]2[Cl:21].[F:22][C:23]1[CH:28]=[CH:27][C:26]([C:29]([C:31]2[N:35]([CH3:36])[CH:34]=[N:33][CH:32]=2)=[O:30])=[CH:25][CH:24]=1.[Li]CCCC.